This data is from Human liver microsome stability data. The task is: Regression/Classification. Given a drug SMILES string, predict its absorption, distribution, metabolism, or excretion properties. Task type varies by dataset: regression for continuous measurements (e.g., permeability, clearance, half-life) or binary classification for categorical outcomes (e.g., BBB penetration, CYP inhibition). Dataset: hlm. (1) The drug is N[C@H]1CC[C@@H](C(=O)Nc2cc3ccnc(O)c3cc2Cl)C1. The result is 0 (unstable in human liver microsomes). (2) The molecule is Cc1nc(C(=O)N[C@H]2CC[C@H](O)CC2)c(C)c(-c2ccc(Cl)cc2)c1[C@H](OC(C)(C)C)C(=O)O. The result is 0 (unstable in human liver microsomes). (3) The compound is C=C(C)[C@@H]1CC[C@]2(CNCCN3CCS(=O)(=O)CC3)CC[C@]3(C)[C@H](CC[C@@H]4[C@@]5(C)CC=C(c6ccc(C(=O)O)cc6)C(C)(C)[C@@H]5CC[C@]43C)[C@@H]12. The result is 0 (unstable in human liver microsomes). (4) The molecule is CCS(=O)(=O)NC(=O)c1ccc2c(C3CCCCC3)c3n(c2c1)CC1(C(=O)N2C4CCC2CN(C)C4)CC1c1cc(OC)ccc1-3. The result is 0 (unstable in human liver microsomes). (5) The molecule is Cc1nc(NC(=O)c2nn(C)c(-c3ccc(F)cc3)c2C)ccc1F. The result is 0 (unstable in human liver microsomes). (6) The compound is CCOc1cc([C@H](c2cc3cc(C#N)ccc3cc2OC)[C@@](O)(CCN(C)C)c2cccc3ccoc23)cc(OC)n1. The result is 0 (unstable in human liver microsomes). (7) The compound is COc1cc(F)c2c(O)c3ccc(Oc4ccc(Cl)cc4)cc3nc2c1. The result is 0 (unstable in human liver microsomes).